Dataset: Peptide-MHC class II binding affinity with 134,281 pairs from IEDB. Task: Regression. Given a peptide amino acid sequence and an MHC pseudo amino acid sequence, predict their binding affinity value. This is MHC class II binding data. (1) The peptide sequence is QNRMKLADCAVGFGS. The MHC is HLA-DPA10201-DPB10501 with pseudo-sequence HLA-DPA10201-DPB10501. The binding affinity (normalized) is 0.539. (2) The binding affinity (normalized) is 0.0510. The MHC is DRB1_0301 with pseudo-sequence DRB1_0301. The peptide sequence is DTFRKLFRGYSNFLR.